From a dataset of Catalyst prediction with 721,799 reactions and 888 catalyst types from USPTO. Predict which catalyst facilitates the given reaction. (1) Reactant: [S:1]1[C:5]2=[N:6][CH:7]=[C:8]([CH2:10][S:11]([CH2:14][C@@H:15]([N:22]([C:31](OC(C)(C)C)=[O:32])[O:23]C(OC(C)(C)C)=O)[C:16]3[CH:21]=[CH:20][CH:19]=[CH:18][CH:17]=3)(=[O:13])=[O:12])[CH:9]=[C:4]2[CH:3]=[CH:2]1.FC(F)(F)C(O)=O. Product: [C:16]1([C@H:15]([N:22]([OH:23])[CH:31]=[O:32])[CH2:14][S:11]([CH2:10][C:8]2[CH:9]=[C:4]3[CH:3]=[CH:2][S:1][C:5]3=[N:6][CH:7]=2)(=[O:13])=[O:12])[CH:21]=[CH:20][CH:19]=[CH:18][CH:17]=1. The catalyst class is: 4. (2) Reactant: [C:1]([C:3]1[C:11]([CH2:12][C:13]2[CH:18]=[CH:17][C:16]([N:19]3[CH:23]=[CH:22][CH:21]=[N:20]3)=[CH:15][CH:14]=2)=[CH:10][C:6]([C:7]([OH:9])=O)=[C:5]([CH:24]=[CH2:25])[C:4]=1[CH3:26])#[N:2].Cl.[NH2:28][C@@H:29]1[CH2:34][CH2:33][CH2:32][CH2:31][C@H:30]1[OH:35].ON1C2C=CC=CC=2N=N1.Cl.CN(C)CCCN=C=NCC.Cl. Product: [C:1]([C:3]1[C:11]([CH2:12][C:13]2[CH:14]=[CH:15][C:16]([N:19]3[CH:23]=[CH:22][CH:21]=[N:20]3)=[CH:17][CH:18]=2)=[CH:10][C:6]([C:7]([NH:28][C@@H:29]2[CH2:34][CH2:33][CH2:32][CH2:31][C@H:30]2[OH:35])=[O:9])=[C:5]([CH:24]=[CH2:25])[C:4]=1[CH3:26])#[N:2]. The catalyst class is: 236. (3) Reactant: [F:1][C:2]1([F:34])[CH2:6][C@H:5](/[CH:7]=[CH:8]/[C@@H:9]([OH:21])[C@@H:10]([CH3:20])[CH2:11][CH2:12][CH2:13][C:14]2[CH:19]=[CH:18][CH:17]=[CH:16][CH:15]=2)[N:4]([CH2:22][CH2:23][CH2:24][C:25]2[S:29][C:28]([C:30]([OH:32])=[O:31])=[CH:27][CH:26]=2)[C:3]1=[O:33].[H][H]. Product: [F:34][C:2]1([F:1])[CH2:6][C@H:5]([CH2:7][CH2:8][C@@H:9]([OH:21])[C@@H:10]([CH3:20])[CH2:11][CH2:12][CH2:13][C:14]2[CH:19]=[CH:18][CH:17]=[CH:16][CH:15]=2)[N:4]([CH2:22][CH2:23][CH2:24][C:25]2[S:29][C:28]([C:30]([OH:32])=[O:31])=[CH:27][CH:26]=2)[C:3]1=[O:33]. The catalyst class is: 29. (4) Reactant: [Cl:1][C:2]1[C:17]([CH2:18][S:19][C:20]2[N:24]([CH3:25])[N:23]=[N:22][N:21]=2)=[C:16]([S:26]([CH3:29])(=[O:28])=[O:27])[CH:15]=[CH:14][C:3]=1[C:4]([CH:6]1[C:11](=[O:12])[CH2:10][CH2:9][CH2:8][C:7]1=O)=[O:5].C(Cl)(=O)C([Cl:33])=O. Product: [Cl:33][C:7]1[CH2:8][CH2:9][CH2:10][C:11](=[O:12])[C:6]=1[C:4](=[O:5])[C:3]1[CH:14]=[CH:15][C:16]([S:26]([CH3:29])(=[O:28])=[O:27])=[C:17]([CH2:18][S:19][C:20]2[N:24]([CH3:25])[N:23]=[N:22][N:21]=2)[C:2]=1[Cl:1]. The catalyst class is: 120. (5) Reactant: N[C@H](C=O)CCSC.[N:9]1[CH:14]=[CH:13][CH:12]=[CH:11][C:10]=1[C:15]1[CH:20]=[CH:19][CH:18]=[CH:17][N:16]=1.[NH:21]([CH2:24]C)[CH2:22][CH3:23].[NH:26]1[CH2:39][CH2:28][CH2:27][NH:26][CH2:39][CH2:39][NH:26][CH2:27][CH2:28]CN[CH2:28][CH2:27]1. Product: [CH2:27]([NH:26][CH2:39][C:12]1[CH:13]=[CH:14][N:9]=[C:10]([C:15]2[CH:20]=[C:19]([CH2:24][NH:21][CH2:22][CH3:23])[CH:18]=[CH:17][N:16]=2)[CH:11]=1)[CH3:28]. The catalyst class is: 53. (6) Reactant: [CH3:1][O:2][C:3](=[O:15])[C:4]1[C:5](=[C:10](I)[CH:11]=[CH:12][CH:13]=1)[C:6]([O:8][CH3:9])=[O:7].[CH3:16][O:17][C:18]1[CH:23]=[C:22]([O:24][CH2:25][CH2:26][N:27]2[CH2:32][CH2:31][O:30][CH2:29][CH2:28]2)[CH:21]=[CH:20][C:19]=1[NH2:33].C1C=CC(P(C2C(C3C(P(C4C=CC=CC=4)C4C=CC=CC=4)=CC=C4C=3C=CC=C4)=C3C(C=CC=C3)=CC=2)C2C=CC=CC=2)=CC=1.C(=O)([O-])[O-].[Cs+].[Cs+]. Product: [CH3:1][O:2][C:3](=[O:15])[C:4]1[C:5](=[C:10]([NH:33][C:19]2[CH:20]=[CH:21][C:22]([O:24][CH2:25][CH2:26][N:27]3[CH2:28][CH2:29][O:30][CH2:31][CH2:32]3)=[CH:23][C:18]=2[O:17][CH3:16])[CH:11]=[CH:12][CH:13]=1)[C:6]([O:8][CH3:9])=[O:7]. The catalyst class is: 835. (7) Reactant: [CH3:1][C:2]1[N:10]([CH:11]([C:13]2[CH:18]=[CH:17][CH:16]=[CH:15][CH:14]=2)[CH3:12])[C:5]2=[CH:6][N:7]=[CH:8][CH:9]=[C:4]2[C:3]=1[C:19](O)=[O:20].CN(C(ON1N=NC2C=CC=NC1=2)=[N+](C)C)C.F[P-](F)(F)(F)(F)F.[NH2:46][CH2:47][C:48]1[C:49](=[O:56])[NH:50][C:51]([CH3:55])=[CH:52][C:53]=1[CH3:54].O. Product: [CH3:54][C:53]1[CH:52]=[C:51]([CH3:55])[NH:50][C:49](=[O:56])[C:48]=1[CH2:47][NH:46][C:19]([C:3]1[C:4]2[C:5](=[CH:6][N:7]=[CH:8][CH:9]=2)[N:10]([CH:11]([C:13]2[CH:18]=[CH:17][CH:16]=[CH:15][CH:14]=2)[CH3:12])[C:2]=1[CH3:1])=[O:20]. The catalyst class is: 4. (8) Reactant: [OH-].[Na+:2].[CH2:3]([N:5]([CH3:37])[C:6]1[CH:11]=[CH:10][CH:9]=[CH:8][C:7]=1[C:12]1[CH:21]=[CH:20][C:15]([C:16]([O:18]C)=[O:17])=[C:14]([NH:22][C:23]([C:25]2[CH:26]=[N:27][CH:28]=[C:29]([C:31]3[CH:36]=[CH:35][CH:34]=[CH:33][CH:32]=3)[CH:30]=2)=[O:24])[CH:13]=1)[CH3:4].Cl. Product: [CH2:3]([N:5]([CH3:37])[C:6]1[CH:11]=[CH:10][CH:9]=[CH:8][C:7]=1[C:12]1[CH:21]=[CH:20][C:15]([C:16]([O-:18])=[O:17])=[C:14]([NH:22][C:23]([C:25]2[CH:26]=[N:27][CH:28]=[C:29]([C:31]3[CH:36]=[CH:35][CH:34]=[CH:33][CH:32]=3)[CH:30]=2)=[O:24])[CH:13]=1)[CH3:4].[Na+:2]. The catalyst class is: 12. (9) Reactant: [F:1][C:2]([F:27])([F:26])[C:3]1[CH:8]=[CH:7][CH:6]=[CH:5][C:4]=1[CH2:9][NH:10][C:11]([CH:13]1[CH2:18][CH2:17][N:16](C(OC(C)(C)C)=O)[CH2:15][CH2:14]1)=[O:12].C(O)(C(F)(F)F)=O. Product: [F:27][C:2]([F:1])([F:26])[C:3]1[CH:8]=[CH:7][CH:6]=[CH:5][C:4]=1[CH2:9][NH:10][C:11]([CH:13]1[CH2:18][CH2:17][NH:16][CH2:15][CH2:14]1)=[O:12]. The catalyst class is: 2. (10) Reactant: [OH:1][CH2:2][CH:3]1[CH2:8][N:7]([C:9]([O:11][CH2:12][C:13]2[CH:18]=[CH:17][CH:16]=[CH:15][CH:14]=2)=[O:10])[CH2:6][CH2:5][N:4]1C(OC(C)(C)C)=O.FC(F)(F)C(O)=O. Product: [OH:1][CH2:2][CH:3]1[NH:4][CH2:5][CH2:6][N:7]([C:9]([O:11][CH2:12][C:13]2[CH:18]=[CH:17][CH:16]=[CH:15][CH:14]=2)=[O:10])[CH2:8]1. The catalyst class is: 2.